From a dataset of Forward reaction prediction with 1.9M reactions from USPTO patents (1976-2016). Predict the product of the given reaction. (1) Given the reactants I[C:2]1[CH:3]=[C:4]([CH:7]=[CH:8][CH:9]=1)[C:5]#[N:6].C1(P(C2C=CC=CC=2)C2C=CC=CC=2)C=CC=CC=1.[CH2:29]([OH:32])[C:30]#[CH:31].C(N(C(C)C)CC)(C)C, predict the reaction product. The product is: [C:5]([C:4]1[CH:3]=[C:2]([C:31]#[C:30][CH2:29][OH:32])[CH:9]=[CH:8][CH:7]=1)#[N:6]. (2) Given the reactants [CH:1]1([C:4]2[CH:9]=[CH:8][C:7]([CH:10]3[N:14]([CH2:15][CH2:16][C:17]4[CH:22]=[CH:21][C:20]([O:23][CH3:24])=[CH:19][CH:18]=4)[C:13](=[O:25])[C:12]4([CH2:30][CH2:29][NH:28][CH2:27][CH2:26]4)[N:11]3[CH3:31])=[CH:6][CH:5]=2)[CH2:3][CH2:2]1.C(O)(C(F)(F)F)=O.[CH:39]1([CH:42]=O)[CH2:41][CH2:40]1.C(O[BH-](OC(=O)C)OC(=O)C)(=O)C.[Na+], predict the reaction product. The product is: [CH:39]1([CH2:42][N:28]2[CH2:27][CH2:26][C:12]3([N:11]([CH3:31])[CH:10]([C:7]4[CH:8]=[CH:9][C:4]([CH:1]5[CH2:3][CH2:2]5)=[CH:5][CH:6]=4)[N:14]([CH2:15][CH2:16][C:17]4[CH:22]=[CH:21][C:20]([O:23][CH3:24])=[CH:19][CH:18]=4)[C:13]3=[O:25])[CH2:30][CH2:29]2)[CH2:41][CH2:40]1. (3) Given the reactants C[O:2][C:3](=[O:46])[C:4]1[CH:9]=[CH:8][CH:7]=[CH:6][C:5]=1[O:10][C:11]1[CH:16]=[CH:15][CH:14]=[C:13]([O:17][CH2:18][CH2:19][CH2:20][O:21][C:22]2[CH:27]=[C:26]([O:28]CC3C=CC=CC=3)[C:25]([C:36]3[N:37]=[CH:38][S:39][CH:40]=3)=[CH:24][C:23]=2[CH2:41][CH3:42])[C:12]=1[CH2:43][CH2:44][CH3:45].B(F)(F)F.CCOCC, predict the reaction product. The product is: [CH2:41]([C:23]1[CH:24]=[C:25]([C:36]2[N:37]=[CH:38][S:39][CH:40]=2)[C:26]([OH:28])=[CH:27][C:22]=1[O:21][CH2:20][CH2:19][CH2:18][O:17][C:13]1[C:12]([CH2:43][CH2:44][CH3:45])=[C:11]([CH:16]=[CH:15][CH:14]=1)[O:10][C:5]1[CH:6]=[CH:7][CH:8]=[CH:9][C:4]=1[C:3]([OH:46])=[O:2])[CH3:42]. (4) Given the reactants [NH:1]1[CH:5]=[C:4]([NH:6][C:7]([C:9]2[CH:14]=[CH:13][C:12]([C@@H:15]3[CH2:17][C@H:16]3[NH:18]C(=O)OC(C)(C)C)=[CH:11][CH:10]=2)=[O:8])[CH:3]=[N:2]1.[ClH:26].C(OCC)(=O)C, predict the reaction product. The product is: [ClH:26].[ClH:26].[NH2:18][C@@H:16]1[CH2:17][C@H:15]1[C:12]1[CH:11]=[CH:10][C:9]([C:7]([NH:6][C:4]2[CH:3]=[N:2][NH:1][CH:5]=2)=[O:8])=[CH:14][CH:13]=1. (5) Given the reactants [Mg].C[Si](Cl)(C)C.Br[C:8]1[CH:13]=[CH:12][C:11]([O:14][CH2:15][CH2:16][O:17][CH2:18][CH2:19][CH2:20][CH3:21])=[CH:10][CH:9]=1.B(OC)(OC)OC.Br[C:30]1[CH:31]=[CH:32][C:33]2[N:40]([CH2:41][CH:42]([CH3:44])[CH3:43])[CH2:39][CH2:38][CH2:37][C:36]([C:45]([OH:47])=[O:46])=[CH:35][C:34]=2[CH:48]=1.P([O-])([O-])([O-])=O.[K+].[K+].[K+], predict the reaction product. The product is: [CH2:18]([O:17][CH2:16][CH2:15][O:14][C:11]1[CH:12]=[CH:13][C:8]([C:30]2[CH:31]=[CH:32][C:33]3[N:40]([CH2:41][CH:42]([CH3:43])[CH3:44])[CH2:39][CH2:38][CH2:37][C:36]([C:45]([OH:47])=[O:46])=[CH:35][C:34]=3[CH:48]=2)=[CH:9][CH:10]=1)[CH2:19][CH2:20][CH3:21]. (6) Given the reactants [F:1][C:2]([F:23])([F:22])[C:3]1[CH:8]=[CH:7][C:6]([N:9]2[C:13]([CH2:14][CH2:15][CH:16]=O)=[CH:12][C:11]([CH2:18][CH2:19][CH2:20][CH3:21])=[N:10]2)=[CH:5][CH:4]=1.[F:24][C:25]1[CH:30]=[CH:29][CH:28]=[CH:27][C:26]=1[N:31]1[CH2:36][CH2:35][NH:34][CH2:33][CH2:32]1.[BH-](OC(C)=O)(OC(C)=O)OC(C)=O.[Na+], predict the reaction product. The product is: [F:24][C:25]1[CH:30]=[CH:29][CH:28]=[CH:27][C:26]=1[N:31]1[CH2:36][CH2:35][N:34]([CH2:16][CH2:15][CH2:14][C:13]2[N:9]([C:6]3[CH:7]=[CH:8][C:3]([C:2]([F:23])([F:22])[F:1])=[CH:4][CH:5]=3)[N:10]=[C:11]([CH2:18][CH2:19][CH2:20][CH3:21])[CH:12]=2)[CH2:33][CH2:32]1.